From a dataset of Reaction yield outcomes from USPTO patents with 853,638 reactions. Predict the reaction yield, written as a fraction of the theoretical maximum amount of product (1.0 means a 100% yield; for example, 0.34 means a 34% yield). (1) The reactants are [Cl:1][C:2]1[CH:7]=[CH:6][C:5]([N:8]2[C:17](=[O:18])[C:16]3[C:11](=[CH:12][CH:13]=[CH:14][CH:15]=3)[N:10]=[C:9]2[C:19]2[CH:20]=[N:21][C:22](Cl)=[CH:23][CH:24]=2)=[CH:4][CH:3]=1.[CH3:26]B1OB(C)OB(C)O1.C([O-])([O-])=O.[K+].[K+]. The catalyst is O1CCOCC1.C1C=CC([P]([Pd]([P](C2C=CC=CC=2)(C2C=CC=CC=2)C2C=CC=CC=2)([P](C2C=CC=CC=2)(C2C=CC=CC=2)C2C=CC=CC=2)[P](C2C=CC=CC=2)(C2C=CC=CC=2)C2C=CC=CC=2)(C2C=CC=CC=2)C2C=CC=CC=2)=CC=1. The product is [Cl:1][C:2]1[CH:3]=[CH:4][C:5]([N:8]2[C:17](=[O:18])[C:16]3[C:11](=[CH:12][CH:13]=[CH:14][CH:15]=3)[N:10]=[C:9]2[C:19]2[CH:20]=[N:21][C:22]([CH3:26])=[CH:23][CH:24]=2)=[CH:6][CH:7]=1. The yield is 0.130. (2) The reactants are [S:1]1[CH:5]=[CH:4][CH:3]=[C:2]1C(O)=O.CC[N:11]([CH2:14]C)CC.C1C=CC(P(N=[N+]=[N-])(C2C=CC=CC=2)=[O:23])=CC=1.[CH3:33][C:34]([OH:37])([CH3:36])[CH3:35]. No catalyst specified. The product is [S:1]1[CH:5]=[CH:4][CH:3]=[C:2]1[NH:11][C:14](=[O:23])[O:37][C:34]([CH3:36])([CH3:35])[CH3:33]. The yield is 0.500. (3) The reactants are [Cl:1][C:2]1[C:3]([CH:13]=O)=[N:4][CH:5]=[C:6]([N:8]([CH3:12])[CH2:9][CH2:10][CH3:11])[N:7]=1.[CH2:15]([NH:22][CH2:23][C@@H:24]([OH:28])[CH2:25][O:26][CH3:27])[C:16]1[CH:21]=[CH:20][CH:19]=[CH:18][CH:17]=1.C(O[BH-](OC(=O)C)OC(=O)C)(=O)C.[Na+].C(=O)([O-])O.[Na+]. The catalyst is C(#N)C.C(O)(=O)C. The product is [CH2:15]([N:22]([CH2:13][C:3]1[C:2]([Cl:1])=[N:7][C:6]([N:8]([CH3:12])[CH2:9][CH2:10][CH3:11])=[CH:5][N:4]=1)[CH2:23][C@@H:24]([OH:28])[CH2:25][O:26][CH3:27])[C:16]1[CH:21]=[CH:20][CH:19]=[CH:18][CH:17]=1. The yield is 0.740. (4) The reactants are [O:1]1[CH2:5][CH2:4][O:3][C:2]1([CH2:11][C:12](OC)=[O:13])[CH2:6][C:7](OC)=[O:8].[H-].[H-].[H-].[H-].[Li+].[Al+3]. The catalyst is C1COCC1. The product is [O:1]1[CH2:5][CH2:4][O:3][C:2]1([CH2:6][CH2:7][OH:8])[CH2:11][CH2:12][OH:13]. The yield is 0.660. (5) The reactants are [CH3:1][O:2][C:3]1[CH:11]=[CH:10][C:9]([C:12]([O:14][CH3:15])=[O:13])=[CH:8][C:4]=1[C:5]([OH:7])=O.C(Cl)(=O)C(Cl)=O.N1C=CC=CC=1.[F:28][C:29]1[CH:35]=[CH:34][CH:33]=[C:32]([F:36])[C:30]=1[NH2:31].Cl. The catalyst is C(Cl)Cl.CN(C=O)C. The product is [F:28][C:29]1[CH:35]=[CH:34][CH:33]=[C:32]([F:36])[C:30]=1[NH:31][C:5]([C:4]1[CH:8]=[C:9]([CH:10]=[CH:11][C:3]=1[O:2][CH3:1])[C:12]([O:14][CH3:15])=[O:13])=[O:7]. The yield is 0.520. (6) The reactants are [N:1]1[CH:6]=[CH:5][CH:4]=[CH:3][C:2]=1[C:7]1[N:11]=[C:10]([C:12]2[CH:17]=[C:16](Br)[CH:15]=[CH:14][C:13]=2[O:19][CH3:20])[O:9][N:8]=1.B1([C:27]2[CH:32]=[CH:31][CH:30]=[N:29][CH:28]=2)OCCCO1.C(=O)([O-])[O-].[Na+].[Na+]. The catalyst is C1C=CC([P]([Pd]([P](C2C=CC=CC=2)(C2C=CC=CC=2)C2C=CC=CC=2)([P](C2C=CC=CC=2)(C2C=CC=CC=2)C2C=CC=CC=2)[P](C2C=CC=CC=2)(C2C=CC=CC=2)C2C=CC=CC=2)(C2C=CC=CC=2)C2C=CC=CC=2)=CC=1.COCCOC. The product is [N:1]1[CH:6]=[CH:5][CH:4]=[CH:3][C:2]=1[C:7]1[N:11]=[C:10]([C:12]2[CH:17]=[C:16]([C:27]3[CH:28]=[N:29][CH:30]=[CH:31][CH:32]=3)[CH:15]=[CH:14][C:13]=2[O:19][CH3:20])[O:9][N:8]=1. The yield is 0.320. (7) The reactants are S(Cl)(Cl)=O.[Br:5][CH2:6][C@@:7]([OH:12])([CH3:11])[C:8](O)=[O:9].[N+:13]([C:16]1[CH:22]=[CH:21][C:19]([NH2:20])=[CH:18][C:17]=1[C:23]([F:26])([F:25])[F:24])([O-:15])=[O:14]. The catalyst is CC(N(C)C)=O. The product is [N+:13]([C:16]1[CH:22]=[CH:21][C:19]([NH:20][C:8](=[O:9])[C@:7]([OH:12])([CH3:11])[CH2:6][Br:5])=[CH:18][C:17]=1[C:23]([F:24])([F:25])[F:26])([O-:15])=[O:14]. The yield is 0.800. (8) The reactants are C(O[C:4]([C:6]1[S:7][CH:8]=[C:9]([C:11]([F:14])([F:13])[F:12])[N:10]=1)=[O:5])C.[CH3:15][CH2:16][O:17][C:18]([CH3:20])=[O:19].C(O[K])(C)(C)C. The catalyst is C1(C)C=CC=CC=1. The product is [O:5]=[C:4]([C:6]1[S:7][CH:8]=[C:9]([C:11]([F:12])([F:13])[F:14])[N:10]=1)[CH2:20][C:18]([O:17][CH2:16][CH3:15])=[O:19]. The yield is 0.450. (9) The reactants are [Br:1][C:2]1[CH:3]=[CH:4][C:5]([OH:11])=[C:6]([C:8](=[O:10])[CH3:9])[CH:7]=1.C(=O)([O-])[O-].[K+].[K+].[Br:18][CH2:19][CH2:20]Br. The catalyst is CC(=O)CC. The product is [Br:1][C:2]1[CH:3]=[CH:4][C:5]([O:11][CH2:20][CH2:19][Br:18])=[C:6]([C:8](=[O:10])[CH3:9])[CH:7]=1. The yield is 0.620.